From a dataset of Peptide-MHC class I binding affinity with 185,985 pairs from IEDB/IMGT. Regression. Given a peptide amino acid sequence and an MHC pseudo amino acid sequence, predict their binding affinity value. This is MHC class I binding data. (1) The peptide sequence is NVSLVKPTVY. The MHC is HLA-A26:01 with pseudo-sequence HLA-A26:01. The binding affinity (normalized) is 0.104. (2) The peptide sequence is RLKHIFLIF. The MHC is HLA-A02:16 with pseudo-sequence HLA-A02:16. The binding affinity (normalized) is 0.0847. (3) The peptide sequence is SDMDYHKIL. The MHC is HLA-A24:02 with pseudo-sequence HLA-A24:02. The binding affinity (normalized) is 0. (4) The peptide sequence is APYMVGDVI. The MHC is HLA-B53:01 with pseudo-sequence HLA-B53:01. The binding affinity (normalized) is 0.244.